This data is from Peptide-MHC class I binding affinity with 185,985 pairs from IEDB/IMGT. The task is: Regression. Given a peptide amino acid sequence and an MHC pseudo amino acid sequence, predict their binding affinity value. This is MHC class I binding data. (1) The peptide sequence is VPVWKEATTTL. The MHC is HLA-B07:02 with pseudo-sequence HLA-B07:02. The binding affinity (normalized) is 0.354. (2) The peptide sequence is TLLLLTLLAT. The MHC is HLA-A02:17 with pseudo-sequence HLA-A02:17. The binding affinity (normalized) is 0.336. (3) The peptide sequence is IPRQWHPFA. The MHC is HLA-B15:01 with pseudo-sequence HLA-B15:01. The binding affinity (normalized) is 0.0847. (4) The peptide sequence is LYVAGVPEL. The MHC is HLA-A02:16 with pseudo-sequence HLA-A02:16. The binding affinity (normalized) is 0.0847. (5) The peptide sequence is FVVDTTPPL. The MHC is HLA-C04:01 with pseudo-sequence HLA-C04:01. The binding affinity (normalized) is 0.213.